Task: Regression. Given a target protein amino acid sequence and a drug SMILES string, predict the binding affinity score between them. We predict pIC50 (pIC50 = -log10(IC50 in M); higher means more potent). Dataset: bindingdb_ic50.. Dataset: Drug-target binding data from BindingDB using IC50 measurements The small molecule is CC1CCN(C(=O)C(CCn2cccc2C#N)NS(=O)(=O)c2cccc3[nH]ccc23)CC1. The target protein (Q9JL21) has sequence MGTKPTEQVSWGLYSGYDEEAYSVGPLPELCYKADVQAFSRAFQPSVSLMVAVLGLAGNGLVLATHLAARRTTRSPTSVHLLQLALADLLLALTLPFAAAGALQGWNLGSTTCRAISGLYSASFHAGFLFLACISADRYVAIARALPAGQRPSTPSRAHLVSVFVWLLSLFLALPALLFSRDGPREGQRRCRLIFPESLTQTVKGASAVAQVVLGFALPLGVMAACYALLGRTLLAARGPERRRALRVVVALVVAFVVLQLPYSLALLLDTADLLAARERSCSSSKRKDLALLVTGGLTLVRCSLNPVLYAFLGLRFRRDLRRLLQGGGCSPKPNPRGRCPRRLRLSSCSAPTETHSLSWDN. The pIC50 is 7.6.